From a dataset of Forward reaction prediction with 1.9M reactions from USPTO patents (1976-2016). Predict the product of the given reaction. (1) Given the reactants [Br:1][C:2]1[CH:3]=[CH:4][C:5]([C:8]([OH:10])=O)=[N:6][CH:7]=1.[CH3:11][O:12][C:13](=[O:29])[C@@H:14]([NH2:28])[CH2:15][C:16]1[CH:21]=[CH:20][C:19]([C:22]2[CH:27]=[CH:26][CH:25]=[CH:24][CH:23]=2)=[CH:18][CH:17]=1, predict the reaction product. The product is: [CH3:11][O:12][C:13](=[O:29])[C@@H:14]([NH:28][C:8]([C:5]1[CH:4]=[CH:3][C:2]([Br:1])=[CH:7][N:6]=1)=[O:10])[CH2:15][C:16]1[CH:21]=[CH:20][C:19]([C:22]2[CH:27]=[CH:26][CH:25]=[CH:24][CH:23]=2)=[CH:18][CH:17]=1. (2) Given the reactants [F:1][C:2]([F:29])([F:28])[O:3][C:4]1[CH:9]=[CH:8][C:7]([N:10]2[CH:14]=[N:13][C:12]([C:15]3[CH:20]=[CH:19][C:18]([CH:21]4[CH2:26][CH2:25][CH2:24][CH2:23][CH:22]4[NH2:27])=[CH:17][CH:16]=3)=[N:11]2)=[CH:6][CH:5]=1.[N+](C1C=CC([CH:39]2[S:43]/[C:42](=[N:44]\[C:45](=O)[O-:46])/[N:41]([C:48]3[CH:53]=[C:52]([CH3:54])[CH:51]=[CH:50][C:49]=3[CH:55]([CH3:57])[CH3:56])[C:40]2=[O:58])=CC=1)([O-])=O.C(=O)([O-])[O-].[Cs+].[Cs+], predict the reaction product. The product is: [CH:55]([C:49]1[CH:50]=[CH:51][C:52]([CH3:54])=[CH:53][C:48]=1[N:41]1[C:40](=[O:58])[CH2:39][S:43]/[C:42]/1=[N:44]\[C:45]([NH:27][CH:22]1[CH2:23][CH2:24][CH2:25][CH2:26][CH:21]1[C:18]1[CH:19]=[CH:20][C:15]([C:12]2[N:13]=[CH:14][N:10]([C:7]3[CH:6]=[CH:5][C:4]([O:3][C:2]([F:1])([F:28])[F:29])=[CH:9][CH:8]=3)[N:11]=2)=[CH:16][CH:17]=1)=[O:46])([CH3:57])[CH3:56]. (3) Given the reactants [C:1]([N:4]1[CH2:9][CH2:8][N:7]([C:10]2[CH:15]=[CH:14][C:13]([CH3:16])=[CH:12][CH:11]=2)[C:6](=[O:17])[CH:5]1[CH:18]([OH:24])[C:19]([O:21]CC)=[O:20])(=[O:3])[CH3:2].O[Li:26].O.[OH-].[Na+], predict the reaction product. The product is: [Li+:26].[C:1]([N:4]1[CH2:9][CH2:8][N:7]([C:10]2[CH:11]=[CH:12][C:13]([CH3:16])=[CH:14][CH:15]=2)[C:6](=[O:17])[CH:5]1[CH:18]([OH:24])[C:19]([O-:21])=[O:20])(=[O:3])[CH3:2]. (4) Given the reactants Cl.[NH2:2][CH:3]([CH2:8][C:9]1[C:17]2[C:12](=[C:13]([Br:18])[CH:14]=[CH:15][CH:16]=2)[NH:11][CH:10]=1)[C:4]([O:6][CH3:7])=[O:5].CN(C(ON1N=NC2C=CC=CC1=2)=[N+](C)C)C.[B-](F)(F)(F)F.[C:41]([NH:51][C@H:52]([C:56](O)=[O:57])[CH:53]([CH3:55])[CH3:54])([O:43][CH2:44][C:45]1[CH:50]=[CH:49][CH:48]=[CH:47][CH:46]=1)=[O:42].C(N(C(C)C)CC)(C)C, predict the reaction product. The product is: [CH2:44]([O:43][C:41]([NH:51][C@@H:52]([CH:53]([CH3:55])[CH3:54])[C:56]([NH:2][CH:3]([CH2:8][C:9]1[C:17]2[C:12](=[C:13]([Br:18])[CH:14]=[CH:15][CH:16]=2)[NH:11][CH:10]=1)[C:4]([O:6][CH3:7])=[O:5])=[O:57])=[O:42])[C:45]1[CH:50]=[CH:49][CH:48]=[CH:47][CH:46]=1. (5) Given the reactants [CH3:1][N:2]1[CH2:19][CH:18]2[CH:4]([C:5]3[CH:6]=[CH:7][CH:8]=[CH:9][C:10]=3[O:11][C:12]3[CH:13]=[CH:14][C:15]([Cl:20])=[CH:16][C:17]=32)[CH2:3]1.C(/C(O)=O)=C/C(O)=O.C(=O)(O)[O-].[Na+], predict the reaction product. The product is: [CH3:1][N:2]1[CH2:19][CH:18]2[CH:4]([C:5]3[CH:6]=[CH:7][CH:8]=[CH:9][C:10]=3[O:11][C:12]3[CH:13]=[CH:14][C:15]([Cl:20])=[CH:16][C:17]=32)[CH2:3]1. (6) Given the reactants C(N(CC)CC)C.ClC(Cl)(Cl)C(Cl)(Cl)Cl.C1(P(C2C=CC=CC=2)C2C=CC=CC=2)C=CC=CC=1.[OH:35][C:36]1[CH:41]=[C:40]([OH:42])[CH:39]=[CH:38][C:37]=1[NH:43][C:44]([C:46]1[N:51]=[CH:50][C:49]([O:52][CH2:53][C@@H:54]([NH:56][C:57](=[O:63])[O:58][C:59]([CH3:62])([CH3:61])[CH3:60])[CH3:55])=[CH:48][C:47]=1[F:64])=O, predict the reaction product. The product is: [F:64][C:47]1[CH:48]=[C:49]([O:52][CH2:53][C@@H:54]([NH:56][C:57](=[O:63])[O:58][C:59]([CH3:61])([CH3:60])[CH3:62])[CH3:55])[CH:50]=[N:51][C:46]=1[C:44]1[O:35][C:36]2[CH:41]=[C:40]([OH:42])[CH:39]=[CH:38][C:37]=2[N:43]=1. (7) Given the reactants [CH3:1][O:2][C:3]1[CH:4]=[C:5]2[C:10](=[CH:11][CH:12]=1)[C:9]([O:13][C:14]1[CH:19]=[CH:18][C:17]([O:20][CH2:21][CH2:22][N:23]3[CH2:28][CH2:27][CH2:26][CH2:25][CH2:24]3)=[CH:16][CH:15]=1)=[C:8]([C:29]1[CH:34]=[CH:33][C:32](C(=O)C)=[CH:31][CH:30]=1)[CH:7]=[CH:6]2.C[Mg]Br, predict the reaction product. The product is: [CH3:1][O:2][C:3]1[CH:4]=[C:5]2[C:10](=[CH:11][CH:12]=1)[C:9]([O:13][C:14]1[CH:19]=[CH:18][C:17]([O:20][CH2:21][CH2:22][N:23]3[CH2:28][CH2:27][CH2:26][CH2:25][CH2:24]3)=[CH:16][CH:15]=1)=[C:8]([C:29]1[CH:34]=[CH:33][C:32]([CH2:12][CH:3]([OH:2])[CH3:4])=[CH:31][CH:30]=1)[CH:7]=[CH:6]2. (8) Given the reactants [NH2:1][C:2]1[CH:7]=[C:6]([F:8])[C:5]([C:9]2(O)[CH2:14][CH2:13][S:12][CH2:11][CH2:10]2)=[C:4]([F:16])[CH:3]=1.Cl.O.N, predict the reaction product. The product is: [NH2:1][C:2]1[CH:7]=[C:6]([F:8])[C:5]([C:9]2[CH2:14][CH2:13][S:12][CH2:11][CH:10]=2)=[C:4]([F:16])[CH:3]=1. (9) Given the reactants [CH2:1]([O:8][C:9]1[CH:14]=[C:13]([O:15][CH2:16][C:17]2[CH:22]=[CH:21][CH:20]=[CH:19][CH:18]=2)[C:12]([CH:23]([CH3:25])[CH3:24])=[CH:11][C:10]=1[C:26]1[O:30][N:29]=[C:28]([C:31]([NH:33][CH2:34][CH3:35])=[O:32])[C:27]=1I)[C:2]1[CH:7]=[CH:6][CH:5]=[CH:4][CH:3]=1.C([Sn](CCCC)(CCCC)[C:42]1[CH:43]=[N:44][N:45]([CH:47]([CH3:49])[CH3:48])[CH:46]=1)CCC, predict the reaction product. The product is: [CH2:1]([O:8][C:9]1[CH:14]=[C:13]([O:15][CH2:16][C:17]2[CH:22]=[CH:21][CH:20]=[CH:19][CH:18]=2)[C:12]([CH:23]([CH3:25])[CH3:24])=[CH:11][C:10]=1[C:26]1[O:30][N:29]=[C:28]([C:31]([NH:33][CH2:34][CH3:35])=[O:32])[C:27]=1[C:42]1[CH:43]=[N:44][N:45]([CH:47]([CH3:49])[CH3:48])[CH:46]=1)[C:2]1[CH:7]=[CH:6][CH:5]=[CH:4][CH:3]=1. (10) Given the reactants [NH2:1][CH2:2][C@H:3]1[CH2:7][CH2:6][N:5]([C:8]([O:10][C:11]([CH3:14])([CH3:13])[CH3:12])=[O:9])[CH2:4]1.[Br:15][C:16]1[S:20][C:19]([C:21](O)=[O:22])=[CH:18][C:17]=1[CH3:24], predict the reaction product. The product is: [C:11]([O:10][C:8]([N:5]1[CH2:6][CH2:7][C@H:3]([CH2:2][NH:1][C:21]([C:19]2[S:20][C:16]([Br:15])=[C:17]([CH3:24])[CH:18]=2)=[O:22])[CH2:4]1)=[O:9])([CH3:14])([CH3:13])[CH3:12].